This data is from Catalyst prediction with 721,799 reactions and 888 catalyst types from USPTO. The task is: Predict which catalyst facilitates the given reaction. Reactant: C[O:2][C:3]([C:5]1[N:13]=[C:12]([N:14]2[C:18]3[CH:19]=[CH:20][CH:21]=[CH:22][C:17]=3[N:16]=[CH:15]2)[N:11]=[C:10]2[C:6]=1[NH:7][C:8](=[O:31])[N:9]2[C:23]1[CH:28]=[CH:27][CH:26]=[CH:25][C:24]=1[O:29][CH3:30])=O.[NH2:32]C1C(C(OC)=O)=NC(N2C3C=CC=CC=3N=C2)=NC=1NC1C=CC=CC=1OC.C(N1C=CN=C1)(N1C=CN=C1)=O. Product: [N:14]1([C:12]2[N:11]=[C:10]3[C:6]([NH:7][C:8](=[O:31])[N:9]3[C:23]3[CH:28]=[CH:27][CH:26]=[CH:25][C:24]=3[O:29][CH3:30])=[C:5]([C:3]([NH2:32])=[O:2])[N:13]=2)[C:18]2[CH:19]=[CH:20][CH:21]=[CH:22][C:17]=2[N:16]=[CH:15]1. The catalyst class is: 4.